Dataset: Forward reaction prediction with 1.9M reactions from USPTO patents (1976-2016). Task: Predict the product of the given reaction. (1) Given the reactants C(OC([N:8]1[CH2:13][CH2:12][CH:11]([N:14]2[C:18]3=[N:19][CH:20]=[N:21][C:22]([O:23][C:24]4[CH:29]=[CH:28][C:27]([O:30][CH2:31][CH3:32])=[CH:26][C:25]=4[F:33])=[C:17]3[CH:16]=[N:15]2)[CH2:10][CH2:9]1)=O)(C)(C)C.[F:34][C:35]([F:40])([F:39])[C:36]([OH:38])=[O:37].ClCCl, predict the reaction product. The product is: [F:34][C:35]([F:40])([F:39])[C:36]([OH:38])=[O:37].[CH2:31]([O:30][C:27]1[CH:28]=[CH:29][C:24]([O:23][C:22]2[N:21]=[CH:20][N:19]=[C:18]3[N:14]([CH:11]4[CH2:10][CH2:9][NH:8][CH2:13][CH2:12]4)[N:15]=[CH:16][C:17]=23)=[C:25]([F:33])[CH:26]=1)[CH3:32]. (2) Given the reactants [F:1][C:2]1[CH:7]=[CH:6][C:5]([CH:8]2[CH:13]([C:14]3[CH:19]=[CH:18][C:17]([S:20]([CH3:23])(=[O:22])=[O:21])=[CH:16][CH:15]=3)[CH:12]=[N:11][NH:10][C:9]2=[O:24])=[CH:4][CH:3]=1.BrBr, predict the reaction product. The product is: [F:1][C:2]1[CH:7]=[CH:6][C:5]([C:8]2[C:9](=[O:24])[NH:10][N:11]=[CH:12][C:13]=2[C:14]2[CH:19]=[CH:18][C:17]([S:20]([CH3:23])(=[O:22])=[O:21])=[CH:16][CH:15]=2)=[CH:4][CH:3]=1. (3) Given the reactants [CH3:1][O:2][C:3]1[CH:11]=[CH:10][C:9]([C:12]2[NH:16][N:15]=[N:14][N:13]=2)=[CH:8][C:4]=1[C:5]([O-:7])=[O:6].[OH-].[Li+].Cl.ClCCl.CO, predict the reaction product. The product is: [CH3:1][O:2][C:3]1[CH:11]=[CH:10][C:9]([C:12]2[NH:13][N:14]=[N:15][N:16]=2)=[CH:8][C:4]=1[C:5]([OH:7])=[O:6]. (4) Given the reactants [O:1]=[C:2]1[NH:11][C:10]2[N:9]=[CH:8][C:7](/[CH:12]=[CH:13]/[C:14]([OH:16])=O)=[CH:6][C:5]=2[CH2:4][CH2:3]1.C1C=CC2N(O)N=NC=2C=1.CCN=C=NCCCN(C)C.[CH3:38][NH:39][CH2:40][C:41]1[O:42][C:43]2[CH:50]=[CH:49][CH:48]=[CH:47][C:44]=2[C:45]=1[CH3:46].CCN(C(C)C)C(C)C, predict the reaction product. The product is: [CH3:38][N:39]([CH2:40][C:41]1[O:42][C:43]2[CH:50]=[CH:49][CH:48]=[CH:47][C:44]=2[C:45]=1[CH3:46])[C:14](=[O:16])/[CH:13]=[CH:12]/[C:7]1[CH:8]=[N:9][C:10]2[NH:11][C:2](=[O:1])[CH2:3][CH2:4][C:5]=2[CH:6]=1. (5) Given the reactants Br[CH2:2][CH2:3][CH2:4][CH2:5][C:6](Cl)=[O:7].[N:9]1[CH:14]=[CH:13][C:12]([C:15]2[NH:19][N:18]=[C:17]([NH2:20])[CH:16]=2)=[CH:11][CH:10]=1.C(N(C(C)C)CC)(C)C.[NH:30]1[CH2:36][CH2:35][CH2:34][CH2:33][CH2:32][CH2:31]1.[Na+].[I-], predict the reaction product. The product is: [N:9]1[CH:10]=[CH:11][C:12]([C:15]2[NH:19][N:18]=[C:17]([NH:20][C:6](=[O:7])[CH2:5][CH2:4][CH2:3][CH2:2][N:30]3[CH2:36][CH2:35][CH2:34][CH2:33][CH2:32][CH2:31]3)[CH:16]=2)=[CH:13][CH:14]=1. (6) Given the reactants [CH2:1]([C:8]1[C:17]2[C:12](=[C:13]([I:19])[C:14](I)=[CH:15][CH:16]=2)[C:11](=[O:20])[NH:10][N:9]=1)[C:2]1[CH:7]=[CH:6][CH:5]=[CH:4][CH:3]=1.[C:21]([NH:24][C:25]1[CH:30]=[CH:29][C:28](B(O)O)=[CH:27][CH:26]=1)(=[O:23])[CH3:22], predict the reaction product. The product is: [C:21]([NH:24][C:25]1[CH:30]=[CH:29][C:28]([C:14]2[C:13]([I:19])=[C:12]3[C:17](=[CH:16][CH:15]=2)[C:8]([CH2:1][C:2]2[CH:7]=[CH:6][CH:5]=[CH:4][CH:3]=2)=[N:9][NH:10][C:11]3=[O:20])=[CH:27][CH:26]=1)(=[O:23])[CH3:22]. (7) Given the reactants N1([C:10]([CH:12]2[CH2:17][C:16]([CH3:19])([CH3:18])[O:15][C:14]([CH3:21])([CH3:20])[CH2:13]2)=[O:11])C2C=CC=CC=2N=N1.CCOCC.[Mg+2].[Br-].[Br-].[C:30]([S:33][C:34]1[CH:39]=[CH:38][CH:37]=[CH:36][CH:35]=1)(=[O:32])[CH3:31].CCN(C(C)C)C(C)C, predict the reaction product. The product is: [C:34]1([S:33][C:30](=[O:32])[CH2:31][C:10](=[O:11])[CH:12]2[CH2:13][C:14]([CH3:20])([CH3:21])[O:15][C:16]([CH3:18])([CH3:19])[CH2:17]2)[CH:39]=[CH:38][CH:37]=[CH:36][CH:35]=1.